From a dataset of Reaction yield outcomes from USPTO patents with 853,638 reactions. Predict the reaction yield, written as a fraction of the theoretical maximum amount of product (1.0 means a 100% yield; for example, 0.34 means a 34% yield). (1) The product is [Cl:25][C:19]1[CH:20]=[CH:21][CH:22]=[C:23]([CH3:24])[C:18]=1[NH:17][C:15]([C:12]1[S:11][C:10]([NH:9][C:4]2[N:5]=[C:6]([CH3:8])[N:7]=[C:2]([N:35]3[CH2:34][CH2:33][N:32]([CH2:31][C:29]([O:28][CH2:26][CH3:27])=[O:30])[CH2:37][CH2:36]3)[CH:3]=2)=[N:14][CH:13]=1)=[O:16]. The catalyst is CCO. The reactants are Cl[C:2]1[N:7]=[C:6]([CH3:8])[N:5]=[C:4]([NH:9][C:10]2[S:11][C:12]([C:15]([NH:17][C:18]3[C:23]([CH3:24])=[CH:22][CH:21]=[CH:20][C:19]=3[Cl:25])=[O:16])=[CH:13][N:14]=2)[CH:3]=1.[CH2:26]([O:28][C:29]([CH2:31][N:32]1[CH2:37][CH2:36][NH:35][CH2:34][CH2:33]1)=[O:30])[CH3:27]. The yield is 0.890. (2) The reactants are [CH3:1][O:2][C:3]1[N:8]=[C:7]([NH:9][CH:10]([CH2:13][OH:14])[CH2:11][OH:12])[C:6]([N+:15]([O-:17])=[O:16])=[CH:5][CH:4]=1.C([O-])(O)=O.[Na+].CO[C:25](OC)([CH3:27])[CH3:26]. The catalyst is C(Cl)Cl.O.C1(C)C=CC(S(O)(=O)=O)=CC=1. The product is [CH3:26][C:25]1([CH3:27])[O:12][CH2:11][CH:10]([NH:9][C:7]2[C:6]([N+:15]([O-:17])=[O:16])=[CH:5][CH:4]=[C:3]([O:2][CH3:1])[N:8]=2)[CH2:13][O:14]1. The yield is 0.920. (3) The reactants are [CH2:1]([O:3][C:4](=[O:18])[CH:5]([C:11]([C:13]1[NH:14][CH:15]=[CH:16][CH:17]=1)=[O:12])[C:6]([O:8][CH2:9][CH3:10])=[O:7])[CH3:2].C[Si]([N-][Si](C)(C)C)(C)C.[Li+].[CH2:29](Br)[C:30]1[CH:35]=[CH:34][CH:33]=[CH:32][CH:31]=1. The catalyst is COCCOC.C(OCC)(=O)C. The product is [CH2:1]([O:3][C:4](=[O:18])[C:5]([CH2:29][C:30]1[CH:35]=[CH:34][CH:33]=[CH:32][CH:31]=1)([C:11]([C:13]1[NH:14][CH:15]=[CH:16][CH:17]=1)=[O:12])[C:6]([O:8][CH2:9][CH3:10])=[O:7])[CH3:2]. The yield is 0.840. (4) The reactants are C(=[N:14][NH:15][C:16]1[CH:21]=[CH:20][C:19]([S:22]([NH:25][CH2:26][CH2:27][N:28]2[CH2:33][CH2:32][O:31][CH2:30][CH2:29]2)(=[O:24])=[O:23])=[C:18]([CH3:34])[CH:17]=1)(C1C=CC=CC=1)C1C=CC=CC=1.[CH3:35][C:36]([CH3:43])([CH3:42])[C:37](=O)[CH2:38][C:39]#[N:40].Cl. The catalyst is C(O)C. The product is [NH2:40][C:39]1[N:15]([C:16]2[CH:21]=[CH:20][C:19]([S:22]([NH:25][CH2:26][CH2:27][N:28]3[CH2:33][CH2:32][O:31][CH2:30][CH2:29]3)(=[O:24])=[O:23])=[C:18]([CH3:34])[CH:17]=2)[N:14]=[C:37]([C:36]([CH3:43])([CH3:42])[CH3:35])[CH:38]=1. The yield is 0.910. (5) The yield is 0.358. The product is [O:14]=[C:13]([N:15]1[CH2:16][CH2:17][N:18]([C:21](=[O:32])[C:22]2[CH:27]=[CH:26][CH:25]=[CH:24][C:23]=2[C:28]([F:31])([F:29])[F:30])[CH2:19][CH2:20]1)[CH2:12][NH:11][C:68]([C:65]1[CH:64]=[CH:63][C:62]([C:56]2[C:57]([F:61])=[CH:58][CH:59]=[CH:60][C:55]=2[F:54])=[CH:67][CH:66]=1)=[O:69]. The catalyst is CN(C=O)C.O. The reactants are CCN(C(C)C)C(C)C.Cl.[NH2:11][CH2:12][C:13]([N:15]1[CH2:20][CH2:19][N:18]([C:21](=[O:32])[C:22]2[CH:27]=[CH:26][CH:25]=[CH:24][C:23]=2[C:28]([F:31])([F:30])[F:29])[CH2:17][CH2:16]1)=[O:14].C1C=CC2N(O)N=NC=2C=1.CCN=C=NCCCN(C)C.[F:54][C:55]1[CH:60]=[CH:59][CH:58]=[C:57]([F:61])[C:56]=1[C:62]1[CH:67]=[CH:66][C:65]([C:68](O)=[O:69])=[CH:64][CH:63]=1. (6) The reactants are [CH3:1][C:2]1[O:6][C:5]([CH:7]([NH2:13])[C:8]2([CH3:12])[CH2:11][O:10][CH2:9]2)=[CH:4][CH:3]=1.[N:14]1[C:18]2[CH:19]=[CH:20][CH:21]=[C:22]([NH:23][C:24]3[C:25](=O)[C:26](=[O:30])[C:27]=3[O:28]C)[C:17]=2[NH:16][N:15]=1. The catalyst is CO. The product is [N:14]1[C:18]2[CH:19]=[CH:20][CH:21]=[C:22]([NH:23][C:24]3[C:27](=[O:28])[C:26](=[O:30])[C:25]=3[NH:13][CH:7]([C:5]3[O:6][C:2]([CH3:1])=[CH:3][CH:4]=3)[C:8]3([CH3:12])[CH2:9][O:10][CH2:11]3)[C:17]=2[NH:16][N:15]=1. The yield is 0.430. (7) The reactants are [Cl:1][C:2]1[CH:3]=[N+:4]([O-:27])[CH:5]=[C:6]([Cl:26])[C:7]=1[CH2:8][CH:9]([C:11]1[CH:16]=[CH:15][C:14]([O:17][CH:18]([F:20])[F:19])=[C:13]([O:21][CH2:22][CH:23]2[CH2:25][CH2:24]2)[CH:12]=1)[OH:10].[C:28]([O:32][C:33]([NH:35][C@H:36]([CH2:40][C:41]1[CH:46]=[CH:45][CH:44]=[CH:43][CH:42]=1)[C:37](O)=[O:38])=[O:34])([CH3:31])([CH3:30])[CH3:29].C(Cl)CCl. The catalyst is CN(C1C=CN=CC=1)C.CN(C=O)C.O. The product is [C:28]([O:32][C:33]([NH:35][C@H:36]([CH2:40][C:41]1[CH:42]=[CH:43][CH:44]=[CH:45][CH:46]=1)[C:37]([O:10][C@H:9]([C:11]1[CH:16]=[CH:15][C:14]([O:17][CH:18]([F:20])[F:19])=[C:13]([O:21][CH2:22][CH:23]2[CH2:25][CH2:24]2)[CH:12]=1)[CH2:8][C:7]1[C:6]([Cl:26])=[CH:5][N+:4]([O-:27])=[CH:3][C:2]=1[Cl:1])=[O:38])=[O:34])([CH3:31])([CH3:29])[CH3:30]. The yield is 0.403.